Binary Classification. Given a drug SMILES string, predict its activity (active/inactive) in a high-throughput screening assay against a specified biological target. From a dataset of HIV replication inhibition screening data with 41,000+ compounds from the AIDS Antiviral Screen. (1) The compound is CC(C)=CCCC(C)c1c2ncc[nH]c-2c(C)c(=O)c1O. The result is 0 (inactive). (2) The drug is CCOC(=O)c1cn(C)c2c1C(=O)C(C(=O)OCC)CC(=O)N2. The result is 0 (inactive). (3) The molecule is CC(C)(C)C1CCC2c3c([nH]c4ccccc34)C3C(=O)N(c4ccc5c(c4)C(=O)c4ccccc4C5=O)C(=O)C3C2C1. The result is 0 (inactive). (4) The molecule is O=S(=O)(C1=CC(S(=O)(=O)c2ccccc2)CN(Cc2ccccc2)C1c1cccc2ccccc12)c1ccccc1. The result is 0 (inactive). (5) The result is 0 (inactive). The molecule is CC1CC(=O)C(CC(=O)O)C1C(C(=O)C(=O)Nc1c(C#N)cccc1[N+](=O)[O-])[N+](=O)[O-].